Dataset: Full USPTO retrosynthesis dataset with 1.9M reactions from patents (1976-2016). Task: Predict the reactants needed to synthesize the given product. (1) Given the product [CH3:2][O:3][C:4]1[CH:9]=[C:8]([CH2:10][O:11][CH3:12])[CH:7]=[C:6]([O:13][CH3:14])[C:5]=1[C:15]1[N:16]2[N:22]=[C:21]([O:23][CH3:24])[C:20]([N:25]=[O:26])=[C:17]2[S:18][CH:19]=1, predict the reactants needed to synthesize it. The reactants are: Cl.[CH3:2][O:3][C:4]1[CH:9]=[C:8]([CH2:10][O:11][CH3:12])[CH:7]=[C:6]([O:13][CH3:14])[C:5]=1[C:15]1[N:16]2[N:22]=[C:21]([O:23][CH3:24])[CH:20]=[C:17]2[S:18][CH:19]=1.[N:25]([O-])=[O:26].[Na+].[OH-].[Na+]. (2) Given the product [Br:1][C:2]1[CH:3]=[CH:4][C:5]([CH:8]([C:20]2[CH:25]=[CH:24][CH:23]=[CH:22][C:21]=2[CH3:26])[CH2:9][C:10]([C:12]2[CH:17]=[CH:16][NH:15][C:14](=[O:18])[CH:13]=2)=[O:11])=[CH:6][CH:7]=1, predict the reactants needed to synthesize it. The reactants are: [Br:1][C:2]1[CH:7]=[CH:6][C:5]([CH:8]([C:20]2[CH:25]=[CH:24][CH:23]=[CH:22][C:21]=2[CH3:26])[CH2:9][C:10]([C:12]2[CH:17]=[CH:16][N:15]=[C:14]([O:18]C)[CH:13]=2)=[O:11])=[CH:4][CH:3]=1.Cl.O.CCOC(C)=O. (3) Given the product [Br:29][C:30]1[CH:31]=[CH:32][C:33]2[O:37][C:36]3[C:38](=[O:40])[NH:39][C:42]([CH:44]4[CH2:49][CH2:48][CH:47]([NH:50][C:51](=[O:57])[O:52][C:53]([CH3:56])([CH3:55])[CH3:54])[CH2:46][CH2:45]4)=[N:41][C:35]=3[C:34]=2[CH:58]=1, predict the reactants needed to synthesize it. The reactants are: BrC1C=CC2OC3C(=O)NC(C4CCN(C(OC(C)(C)C)=O)CC4)=NC=3C=2C=1.[Br:29][C:30]1[CH:31]=[CH:32][C:33]2[O:37][C:36]([C:38](=[O:40])[NH2:39])=[C:35]([NH:41][C:42]([CH:44]3[CH2:49][CH2:48][CH:47]([NH:50][C:51](=[O:57])[O:52][C:53]([CH3:56])([CH3:55])[CH3:54])[CH2:46][CH2:45]3)=O)[C:34]=2[CH:58]=1.BrC1C=CC2OC(C(=O)N)=C(NC(C3CCN(C(OC(C)(C)C)=O)CC3)=O)C=2C=1. (4) Given the product [C:1]([O:5][C:6]([N:8]1[CH:17]([C:18](=[O:19])[NH:21][CH2:22][C:23](=[O:24])[C:25]2[CH:30]=[CH:29][CH:28]=[CH:27][CH:26]=2)[CH2:16][C:15]2[C:10](=[CH:11][CH:12]=[CH:13][CH:14]=2)[CH2:9]1)=[O:7])([CH3:2])([CH3:4])[CH3:3], predict the reactants needed to synthesize it. The reactants are: [C:1]([O:5][C:6]([N:8]1[CH:17]([C:18](O)=[O:19])[CH2:16][C:15]2[C:10](=[CH:11][CH:12]=[CH:13][CH:14]=2)[CH2:9]1)=[O:7])([CH3:4])([CH3:3])[CH3:2].[NH2:21][CH2:22][C:23]([C:25]1[CH:30]=[CH:29][CH:28]=[CH:27][CH:26]=1)=[O:24].ON1C2C=CC=CC=2N=N1.CN(C)CCCCN=C=NCC.CN1CCOCC1. (5) Given the product [C:16](=[O:17])([O:18][CH3:19])[O:8][CH:1]1[CH2:7][CH2:6][CH2:5][CH2:4][CH:3]=[CH:2]1, predict the reactants needed to synthesize it. The reactants are: [CH:1]1([OH:8])[CH2:7][CH2:6][CH2:5][CH2:4][CH:3]=[CH:2]1.N1C=CC=CC=1.Cl[C:16]([O:18][CH3:19])=[O:17]. (6) The reactants are: [C:1](Cl)(=[O:5])C(Cl)=O.[CH3:7][O:8][C:9]1[CH:14]=[CH:13][C:12]([C:15]2[S:19][C:18]([C:20](O)=[O:21])=[C:17]([C:23]3[CH:28]=[CH:27][C:26]([S:29](=[O:32])(=[O:31])[NH2:30])=[CH:25][CH:24]=3)[C:16]=2[CH3:33])=[CH:11][CH:10]=1.[CH3:34][N:35]([CH:37]=O)[CH3:36].[CH2:39]([N:41](CC)CC)C. Given the product [CH3:34][N:35]([CH:37]=[N:30][S:29]([C:26]1[CH:25]=[CH:24][C:23]([C:17]2[C:16]([CH3:33])=[C:15]([C:12]3[CH:11]=[CH:10][C:9]([O:8][CH3:7])=[CH:14][CH:13]=3)[S:19][C:18]=2[C:20]([N:41]([O:5][CH3:1])[CH3:39])=[O:21])=[CH:28][CH:27]=1)(=[O:31])=[O:32])[CH3:36], predict the reactants needed to synthesize it. (7) Given the product [C:2]1([C:24]2[CH:29]=[CH:28][CH:27]=[CH:26][CH:25]=2)[CH:7]=[CH:6][CH:5]=[C:4]([C:8]#[C:9][CH2:10][CH2:11][CH2:12][N:13]2[C:21](=[O:22])[C:20]3[C:15](=[CH:16][CH:17]=[CH:18][CH:19]=3)[C:14]2=[O:23])[CH:3]=1, predict the reactants needed to synthesize it. The reactants are: Br[C:2]1[CH:3]=[C:4]([C:8]#[C:9][CH2:10][CH2:11][CH2:12][N:13]2[C:21](=[O:22])[C:20]3[C:15](=[CH:16][CH:17]=[CH:18][CH:19]=3)[C:14]2=[O:23])[CH:5]=[CH:6][CH:7]=1.[C:24]1(B(O)O)[CH:29]=[CH:28][CH:27]=[CH:26][CH:25]=1.